This data is from Cav3 T-type calcium channel HTS with 100,875 compounds. The task is: Binary Classification. Given a drug SMILES string, predict its activity (active/inactive) in a high-throughput screening assay against a specified biological target. (1) The molecule is Clc1ccc(NC(=O)c2cc([N+]([O-])=O)c(n3ncnc3)cc2)cc1. The result is 0 (inactive). (2) The compound is Clc1ccc(CN(S(=O)(=O)C)CC(=O)N2CCc3c(C2)cccc3)cc1. The result is 0 (inactive). (3) The molecule is Clc1nc2c(cc1c1nn(nn1)c1ccc(cc1)C)cccc2. The result is 0 (inactive). (4) The result is 0 (inactive). The drug is Clc1cc(CN2C(=O)C3C(CC2)C=CCC3C(=O)NCc2ccc(OC)cc2)ccc1Cl. (5) The molecule is S(Cc1c2c(ccc1)cccc2)c1nc(c(cc1C#N)C(OCC)=O)C. The result is 0 (inactive).